Predict the product of the given reaction. From a dataset of Forward reaction prediction with 1.9M reactions from USPTO patents (1976-2016). (1) Given the reactants Cl[C:2]1[CH:7]=[C:6]([C:8]([NH:10][C:11]2[CH:12]=[CH:13][C:14]([CH3:35])=[C:15]([N:17]3[C:26](=[O:27])[C:25]4[C:20](=[CH:21][CH:22]=[C:23]([N:28]5[CH2:33][CH2:32][N:31]([CH3:34])[CH2:30][CH2:29]5)[CH:24]=4)[N:19]=[CH:18]3)[CH:16]=2)=[O:9])[CH:5]=[CH:4][N:3]=1.[NH:36]1[CH2:40][CH2:39][CH2:38][CH2:37]1, predict the reaction product. The product is: [CH3:35][C:14]1[CH:13]=[CH:12][C:11]([NH:10][C:8]([C:6]2[CH:5]=[CH:4][N:3]=[C:2]([N:36]3[CH2:40][CH2:39][CH2:38][CH2:37]3)[CH:7]=2)=[O:9])=[CH:16][C:15]=1[N:17]1[C:26](=[O:27])[C:25]2[C:20](=[CH:21][CH:22]=[C:23]([N:28]3[CH2:33][CH2:32][N:31]([CH3:34])[CH2:30][CH2:29]3)[CH:24]=2)[N:19]=[CH:18]1. (2) The product is: [NH2:40][C:41]1[CH:42]=[CH:43][C:35]([C:32]2[CH:33]=[CH:34][C:29]([F:28])=[CH:30][CH:31]=2)=[CH:36][C:37]=1[C:23]([OH:26])=[O:24]. Given the reactants IC1C=C2C(=CC=1)NC(=O)C2=O.FC1C=CC(B(O)O)=CC=1.[C:23]([O-:26])(O)=[O:24].[Na+].[F:28][C:29]1[CH:34]=[CH:33][C:32]([C:35]2[CH:36]=[C:37]3[C:41](=[CH:42][CH:43]=2)[NH:40]C(=O)C3=O)=[CH:31][CH:30]=1, predict the reaction product.